From a dataset of Peptide-MHC class I binding affinity with 185,985 pairs from IEDB/IMGT. Regression. Given a peptide amino acid sequence and an MHC pseudo amino acid sequence, predict their binding affinity value. This is MHC class I binding data. (1) The MHC is HLA-C12:03 with pseudo-sequence HLA-C12:03. The peptide sequence is YARNFLIPF. The binding affinity (normalized) is 0.872. (2) The peptide sequence is YRSGIIAVV. The MHC is HLA-B57:01 with pseudo-sequence HLA-B57:01. The binding affinity (normalized) is 0.